Dataset: NCI-60 drug combinations with 297,098 pairs across 59 cell lines. Task: Regression. Given two drug SMILES strings and cell line genomic features, predict the synergy score measuring deviation from expected non-interaction effect. (1) Drug 1: CC(C)(C#N)C1=CC(=CC(=C1)CN2C=NC=N2)C(C)(C)C#N. Drug 2: C1CN(P(=O)(OC1)NCCCl)CCCl. Cell line: A498. Synergy scores: CSS=-1.52, Synergy_ZIP=1.11, Synergy_Bliss=0.661, Synergy_Loewe=-2.14, Synergy_HSA=-2.08. (2) Drug 1: CC1C(C(CC(O1)OC2CC(CC3=C2C(=C4C(=C3O)C(=O)C5=C(C4=O)C(=CC=C5)OC)O)(C(=O)CO)O)N)O.Cl. Drug 2: C1=C(C(=O)NC(=O)N1)N(CCCl)CCCl. Cell line: SW-620. Synergy scores: CSS=29.5, Synergy_ZIP=3.79, Synergy_Bliss=3.99, Synergy_Loewe=3.65, Synergy_HSA=3.98.